Dataset: Peptide-MHC class I binding affinity with 185,985 pairs from IEDB/IMGT. Task: Regression. Given a peptide amino acid sequence and an MHC pseudo amino acid sequence, predict their binding affinity value. This is MHC class I binding data. The peptide sequence is RFPKQVAIRI. The MHC is Mamu-A01 with pseudo-sequence Mamu-A01. The binding affinity (normalized) is 0.